From a dataset of Drug-target binding data from BindingDB using IC50 measurements. Regression. Given a target protein amino acid sequence and a drug SMILES string, predict the binding affinity score between them. We predict pIC50 (pIC50 = -log10(IC50 in M); higher means more potent). Dataset: bindingdb_ic50. (1) The drug is O=C(Nc1ccccc1C(=O)O)c1ccc(-c2ccccc2)c(Oc2ccccc2)c1. The target protein (P43711) has sequence MNSRILSTGSYLPSHIRTNADLEKMVDTSDEWIVTRSGIRERRIAAEDETVATMGFEAAKNAIEAAQINPQDIELIIVATTSHSHAYPSAACQVQGLLNIDDAISFDLAAACTGFVYALSVADQFIRAGKVKKALVIGSDLNSRKLDETDRSTVVLFGDGAGAVILEASEQEGIISTHLHASADKNNALVLAQPERGIEKSGYIEMQGNETFKLAVRELSNVVEETLLANNLDKKDLDWLVPHQANLRIITATAKKLEMDMSQVVVTLDKYANNSAATVPVALDEAIRDGRIQRGQLLLLEAFGGGWTWGSALVRF. The pIC50 is 4.0. (2) The pIC50 is 8.5. The target protein sequence is QEKNKIRPRGQRDSSEEWEIEASEVMLSTRIGSGSFGTVYKGKWHGDVAVKILKVVDPTPEQFQAFRNEVAVLRKTRHVNILLFMGYMTKDNLAIVTQWCEGSSLYKHLHVQETKFQMFQLIDIARQTAQGMDYLHAKNIIHRDMKSNNIFLHEGLTVKIGDFGLATVKSRWSGSQQVEQPTGSVLWMAPEVIRMQDNNPFSFQSDVYSYGIVLYELMTGELPYSHINNRDQIIFMVGRGYASPDLSKLYKNCPKAMKRLVADCVKKVKEERPLFPQILSSIELLQHSLPKINRSASEPSLHRAAHTEDINACTLTTSPRLPVF. The small molecule is Cc1ccc(NC(=O)c2ccnc(C(C)(C)C#N)c2)cc1-c1cc(N2CCOCC2)ncn1. (3) The small molecule is NP(=O)(OCCCOc1ccc2ncnc(Nc3ccc(OCc4cccc(F)c4)c(Cl)c3)c2c1)N(CCCl)CCCl. The target protein (P00533) has sequence MRPSGTAGAALLALLAALCPASRALEEKKVCQGTSNKLTQLGTFEDHFLSLQRMFNNCEVVLGNLEITYVQRNYDLSFLKTIQEVAGYVLIALNTVERIPLENLQIIRGNMYYENSYALAVLSNYDANKTGLKELPMRNLQEILHGAVRFSNNPALCNVESIQWRDIVSSDFLSNMSMDFQNHLGSCQKCDPSCPNGSCWGAGEENCQKLTKIICAQQCSGRCRGKSPSDCCHNQCAAGCTGPRESDCLVCRKFRDEATCKDTCPPLMLYNPTTYQMDVNPEGKYSFGATCVKKCPRNYVVTDHGSCVRACGADSYEMEEDGVRKCKKCEGPCRKVCNGIGIGEFKDSLSINATNIKHFKNCTSISGDLHILPVAFRGDSFTHTPPLDPQELDILKTVKEITGFLLIQAWPENRTDLHAFENLEIIRGRTKQHGQFSLAVVSLNITSLGLRSLKEISDGDVIISGNKNLCYANTINWKKLFGTSGQKTKIISNRGENSCK.... The pIC50 is 7.1. (4) The compound is COc1ccc2nc(-n3ccnc3)nc(NCc3ccccc3)c2c1. The target protein (Q01062) has sequence MVLVLHHILIAVVQFLRRGQQVFLKPDEPPPQPCADSLQDALLSLGAVIDIAGLRQAAKDALSAVLPKVETVYTYLVDGESRLVCEDPPHELPQEGKIREAVISRKRLSCDGLGPSDLLGKPLARLVAPLAPDTQVLVIPLLDKETGTVAAVILVHCGQLSDSEEQSLQVVEKHALVALQRVQALQQRRPEAVQNTSADPSEDQKDEKGYTAHDRKILQLCGELYDLDATSLQLKVLRYLQQETQATHCCLLLVSEDNLQLSCKVIGEKVLGEEVSFPLTMGRLGQVVEDKQCIQLKDLTSDDVQQLQNMLGCELRAMLCVPVISRATDQVVALACAFNKLGGDFFTDEDERAIQHCFHYTGTVLTSTLAFQKEQKLKCECQALLQVAKNLFTHLDDVSVLLQEIITEARNLSNAEICSVFLLDQNELVAKVFDGGVVDDESYEIRIPADQGIAGHVATTGQILNIPDAYAHPLFYRGVDDSTGFRTRNILCFPIKNENQ.... The pIC50 is 5.5. (5) The small molecule is CC(/C=C/C1=C(c2cc(C(C)C)cc(C(C)C)c2OCC(F)(F)F)CCC1)=C\C(=O)O. The target protein (Q05343) has sequence MDTKHFLPLDFSTQVNSSSLSSPTGRGSMAAPSLHPSLGPGLGSPLGSPGQLHSPISTLSSPINGMGPPFSVISSPMGPHSMSVPTTPTLGFETGSPQLNSPMNPVSSSEDIKPPLGLNGVLKVPAHPSGNMSSFTKHICAICGDRSSGKHYGVYSCEGCKGFFKRTVRKDLTYTCRDNKDCLIDKRQRNRCQYCRYQKCLAMGMKREAVQEERQRGKDRNENEVESTSSANEDMPVEKILEAELAVEPKTETYVEANMGLNPSSPNDPVTNICQAADKQLFTLVEWAKRIPHFSELPLDDQVILLRAGWNELLIASFSHRSIAVKDGILLATGLHVHRNSAHSAGVGAIFDRVLTELVSKMRDMQMDKTELGCLRAIVLFNPDSKGLSNPAEVEALREKVYASLEAYCKHKYPEQPGRFAKLLLRLPALRSIGLKCLEHLFFFKLIGDTPIDTFLMEMLEAPHQTT. The pIC50 is 8.6. (6) The small molecule is O=C(Nc1ccc(-n2c(O)cc(-c3ccccc3)c2O)c(Cl)c1)c1ccccn1. The target protein sequence is MALSQSVPFSATELLLASAIFCLVFWVLKGLRPRVPKGLKSPPEPWGWPLLGHVLTLGKNPHLALSRMSQRYGDVLQIRIGSTPVLVLSRLDTIRQALVRQGDDFKGRPDLYTSTLITDGQSLTFSTDSGPVWAARRRLAQNALNTFSIASDPASSSSCYLEEHVSKEAKALISRLQELMAGPGHFDPYNQVVVSVANVIGAMCFGQHFPESSDEMLSLVKNTHEFVETASSGNPLDFFPILRYLPNPALQRFKAFNQRFLWFLQKTVQEHYQDFDKNSVRDITGALFKHSKKGPRASGNLIPQEKIVNLVNDIFGAGFDTVTTAISWSLMYLVTKPEIQRKIQKELDTVIGRERRPRLSDRPQLPYLEAFILETFRHSSFLPFTIPHSTTRDTTLNGFYIPKKCCVFVNQWQVNHDPELWEDPSEFRPERFLTADGTAINKPLSEKMMLFGMGKRRCIGEVLAKWEIFLFLAILLQQLEFSVPPGVKVDLTPIYGLTMK.... The pIC50 is 5.0. (7) The drug is CC(=O)Nc1ccc(Nc2nc3ccccc3n3nnnc23)cc1. The target protein (O95271) has sequence MAASRRSQHHHHHHQQQLQPAPGASAPPPPPPPPLSPGLAPGTTPASPTASGLAPFASPRHGLALPEGDGSRDPPDRPRSPDPVDGTSCCSTTSTICTVAAAPVVPAVSTSSAAGVAPNPAGSGSNNSPSSSSSPTSSSSSSPSSPGSSLAESPEAAGVSSTAPLGPGAAGPGTGVPAVSGALRELLEACRNGDVSRVKRLVDAANVNAKDMAGRKSSPLHFAAGFGRKDVVEHLLQMGANVHARDDGGLIPLHNACSFGHAEVVSLLLCQGADPNARDNWNYTPLHEAAIKGKIDVCIVLLQHGADPNIRNTDGKSALDLADPSAKAVLTGEYKKDELLEAARSGNEEKLMALLTPLNVNCHASDGRKSTPLHLAAGYNRVRIVQLLLQHGADVHAKDKGGLVPLHNACSYGHYEVTELLLKHGACVNAMDLWQFTPLHEAASKNRVEVCSLLLSHGADPTLVNCHGKSAVDMAPTPELRERLTYEFKGHSLLQAAREA.... The pIC50 is 7.7. (8) The compound is Cc1cc(C(=O)N2CCC(N3CCCC3)CC2)c(C)cc1C(=O)N1CCC(N2CCCC2)CC1. The target protein (Q05BQ5) has sequence MFDGYDSCSEDTSSSSSSEESEEEVAPLPSNLPIIKNNGQVYTYPDGKSGMATCEMCGMVGVRDAFYSKTKRFCSVSCSRSYSSNSKKASILARLQGKPPTKKAKVLQKQPLVAKLAAYAQYQATLQNQAKTKAAVSMEGFSWGNYINSNSFIAAPVTCFKHAPMGTCWGDISENVRVEVPNTDCSLPTKVFWIAGIVKLAGYNALLRYEGFENDSGLDFWCNICGSDIHPVGWCAASGKPLVPPRTIQHKYTNWKAFLVKRLTGAKTLPPDFSQKVSESMQYPFKPCMRVEVVDKRHLCRTRVAVVESVIGGRLRLVYEESEDRTDDFWCHMHSPLIHHIGWSRSIGHRFKRSDITKKQDGHFDTPPHLFAKVKEVDQSGEWFKEGMKLEAIDPLNLSTICVATIRKVLADGFLMIGIDGSEAADGSDWFCYHATSPSIFPVGFCEINMIELTPPRGYTKLPFKWFDYLRETGSIAAPVKLFNKDVPNHGFRVGMKLEA.... The pIC50 is 5.0.